This data is from Catalyst prediction with 721,799 reactions and 888 catalyst types from USPTO. The task is: Predict which catalyst facilitates the given reaction. Reactant: [CH3:1][C:2]([Si:5]([CH3:26])([CH3:25])[O:6][CH2:7][C@@H:8]1[CH2:17][N:16]2[C@H:11]([CH2:12][O:13][CH2:14][CH2:15]2)[CH2:10][N:9]1CC1C=CC=CC=1)([CH3:4])[CH3:3].C([O-])=O.[NH4+]. Product: [CH3:4][C:2]([Si:5]([CH3:26])([CH3:25])[O:6][CH2:7][C@@H:8]1[CH2:17][N:16]2[C@H:11]([CH2:12][O:13][CH2:14][CH2:15]2)[CH2:10][NH:9]1)([CH3:1])[CH3:3]. The catalyst class is: 19.